Task: Predict which catalyst facilitates the given reaction.. Dataset: Catalyst prediction with 721,799 reactions and 888 catalyst types from USPTO (1) Reactant: [CH2:1]([O:3][C:4]([C:6]1[CH:15]=[CH:14][C:13]2[C:8](=[C:9]([C:17]3[C:26]4[C:21](=[CH:22][CH:23]=[CH:24][CH:25]=4)[CH:20]=[CH:19][CH:18]=3)[CH:10]=[C:11](I)[CH:12]=2)[N:7]=1)=[O:5])[CH3:2].[S:27]1[CH:31]=[CH:30][CH:29]=[C:28]1B(O)O.C(Cl)Cl.CCCCCC. Product: [CH2:1]([O:3][C:4]([C:6]1[CH:15]=[CH:14][C:13]2[C:8](=[C:9]([C:17]3[C:26]4[C:21](=[CH:22][CH:23]=[CH:24][CH:25]=4)[CH:20]=[CH:19][CH:18]=3)[CH:10]=[C:11]([C:28]3[S:27][CH:31]=[CH:30][CH:29]=3)[CH:12]=2)[N:7]=1)=[O:5])[CH3:2]. The catalyst class is: 3. (2) Reactant: [Cl:1][C:2]1[N:7]=[N:6][C:5]([O:8][CH3:9])=[C:4](I)[CH:3]=1.[NH2:11][C:12]1[CH:17]=[CH:16][N:15]=[CH:14][N:13]=1.[O-]C1C=CC=CC=1.[Na+].CC1(C)C2C(=C(P(C3C=CC=CC=3)C3C=CC=CC=3)C=CC=2)OC2C(P(C3C=CC=CC=3)C3C=CC=CC=3)=CC=CC1=2. Product: [Cl:1][C:2]1[N:7]=[N:6][C:5]([O:8][CH3:9])=[C:4]([NH:11][C:12]2[CH:17]=[CH:16][N:15]=[CH:14][N:13]=2)[CH:3]=1. The catalyst class is: 110. (3) The catalyst class is: 7. Reactant: [Br:1][C:2]1[C:10]([NH2:11])=[CH:9][CH:8]=[C:7]2[C:3]=1[C:4]([C:31]1[CH:36]=[CH:35][CH:34]=[C:33]([F:37])[CH:32]=1)=[N:5][N:6]2[C:12]([C:25]1[CH:30]=[CH:29][CH:28]=[CH:27][CH:26]=1)([C:19]1[CH:24]=[CH:23][CH:22]=[CH:21][CH:20]=1)[C:13]1[CH:18]=[CH:17][CH:16]=[CH:15][CH:14]=1.C(N(CC)CC)C.[CH:45]1([C:48](Cl)=[O:49])[CH2:47][CH2:46]1.O. Product: [Br:1][C:2]1[C:10]([NH:11][C:48]([CH:45]2[CH2:47][CH2:46]2)=[O:49])=[CH:9][CH:8]=[C:7]2[C:3]=1[C:4]([C:31]1[CH:36]=[CH:35][CH:34]=[C:33]([F:37])[CH:32]=1)=[N:5][N:6]2[C:12]([C:19]1[CH:24]=[CH:23][CH:22]=[CH:21][CH:20]=1)([C:25]1[CH:26]=[CH:27][CH:28]=[CH:29][CH:30]=1)[C:13]1[CH:14]=[CH:15][CH:16]=[CH:17][CH:18]=1. (4) Reactant: C[Si]([N-][Si](C)(C)C)(C)C.[Na+].[CH2:11]1COCC1.[CH3:16][O:17][C:18](=[O:27])[CH2:19][CH2:20][C:21]1[C:22](=[O:26])[NH:23][CH2:24][CH:25]=1.S(OC)(OC)(=O)=O. Product: [CH3:16][O:17][C:18](=[O:27])[CH2:19][CH2:20][C:21]1[C:22](=[O:26])[N:23]([CH3:11])[CH2:24][CH:25]=1. The catalyst class is: 625. (5) Product: [Br:14][C:13]1[CH:12]=[CH:11][N:10]=[C:9]([CH3:15])[C:8]=1[NH:4][C:1](=[O:3])[CH3:2]. The catalyst class is: 5. Reactant: [C:1]([N:4]([C:8]1[C:9]([CH3:15])=[N:10][CH:11]=[CH:12][C:13]=1[Br:14])C(=O)C)(=[O:3])[CH3:2].[OH-].[Na+].Cl. (6) Reactant: [CH3:1][N:2]1[C:10]2[C:5](=[CH:6][CH:7]=[C:8]([N+:11]([O-:13])=[O:12])[CH:9]=2)[C:4]([C:14](=O)[C:15]([N:17]2[CH2:21][CH2:20][CH2:19][CH2:18]2)=O)=[CH:3]1.B.C1COCC1. Product: [CH3:1][N:2]1[C:10]2[C:5](=[CH:6][CH:7]=[C:8]([N+:11]([O-:13])=[O:12])[CH:9]=2)[C:4]([CH2:14][CH2:15][N:17]2[CH2:21][CH2:20][CH2:19][CH2:18]2)=[CH:3]1. The catalyst class is: 1. (7) Product: [F:19][C:20]([F:31])([F:32])[C:21]1[CH:22]=[C:23]([CH2:27][CH2:28][CH2:29][O:30][S:7]([C:4]2[CH:5]=[CH:6][C:1]([CH3:11])=[CH:2][CH:3]=2)(=[O:9])=[O:8])[CH:24]=[CH:25][CH:26]=1. Reactant: [C:1]1([CH3:11])[CH:6]=[CH:5][C:4]([S:7](Cl)(=[O:9])=[O:8])=[CH:3][CH:2]=1.C(N(CC)CC)C.[F:19][C:20]([F:32])([F:31])[C:21]1[CH:22]=[C:23]([CH2:27][CH2:28][CH2:29][OH:30])[CH:24]=[CH:25][CH:26]=1.O. The catalyst class is: 4. (8) Reactant: [NH2:1][C:2]1[CH:3]=[C:4]([C:27]#[N:28])[C:5]([N:11]2[CH2:16][CH2:15][N:14]([C:17]([O:19][C:20]([CH3:23])([CH3:22])[CH3:21])=[O:18])[C@H:13]([CH:24]([CH3:26])[CH3:25])[CH2:12]2)=[N:6][C:7]=1[CH:8]1[CH2:10][CH2:9]1.Br[C:30]1[CH:35]=[C:34]([Cl:36])[CH:33]=[CH:32][N:31]=1.CC1(C)C2C(=C(P(C3C=CC=CC=3)C3C=CC=CC=3)C=CC=2)OC2C(P(C3C=CC=CC=3)C3C=CC=CC=3)=CC=CC1=2.C([O-])([O-])=O.[Cs+].[Cs+]. Product: [Cl:36][C:34]1[CH:33]=[CH:32][N:31]=[C:30]([NH:1][C:2]2[CH:3]=[C:4]([C:27]#[N:28])[C:5]([N:11]3[CH2:16][CH2:15][N:14]([C:17]([O:19][C:20]([CH3:21])([CH3:22])[CH3:23])=[O:18])[C@H:13]([CH:24]([CH3:25])[CH3:26])[CH2:12]3)=[N:6][C:7]=2[CH:8]2[CH2:9][CH2:10]2)[CH:35]=1. The catalyst class is: 62. (9) Reactant: CP(C)C.O1CCCC1.[N:10]([CH2:13][CH2:14][O:15][C:16]([C@:18]1([F:38])[C@@H:23]2[C@H:19]1[CH2:20][C@@H:21]([O:28][CH2:29][C:30]1[CH:35]=[CH:34][C:33]([Cl:36])=[C:32]([Cl:37])[CH:31]=1)[C@@:22]2([NH2:27])[C:24]([OH:26])=[O:25])=[O:17])=[N+]=[N-]. Product: [NH2:10][CH2:13][CH2:14][O:15][C:16]([C@:18]1([F:38])[C@@H:23]2[C@H:19]1[CH2:20][C@@H:21]([O:28][CH2:29][C:30]1[CH:35]=[CH:34][C:33]([Cl:36])=[C:32]([Cl:37])[CH:31]=1)[C@@:22]2([NH2:27])[C:24]([OH:26])=[O:25])=[O:17]. The catalyst class is: 30.